This data is from Full USPTO retrosynthesis dataset with 1.9M reactions from patents (1976-2016). The task is: Predict the reactants needed to synthesize the given product. (1) Given the product [NH2:7][C@@H:8]1[CH2:13][CH2:12][CH2:11][N:10]([C:14]2[N:22]([CH2:23][CH:24]=[C:25]([CH3:26])[CH3:27])[C:21]3[C:20](=[O:28])[N:19]([CH2:29][C:30]([C:32]4[CH:37]=[CH:36][CH:35]=[C:34]([O:38][CH3:39])[CH:33]=4)=[O:31])[CH:18]=[N:17][C:16]=3[C:15]=2[C:40]([NH2:41])=[O:42])[CH2:9]1, predict the reactants needed to synthesize it. The reactants are: C(OC(=O)[NH:7][C@@H:8]1[CH2:13][CH2:12][CH2:11][N:10]([C:14]2[N:22]([CH2:23][CH:24]=[C:25]([CH3:27])[CH3:26])[C:21]3[C:20](=[O:28])[N:19]([CH2:29][C:30]([C:32]4[CH:37]=[CH:36][CH:35]=[C:34]([O:38][CH3:39])[CH:33]=4)=[O:31])[CH:18]=[N:17][C:16]=3[C:15]=2[C:40](=[O:42])[NH2:41])[CH2:9]1)(C)(C)C.C(O)(C(F)(F)F)=O. (2) Given the product [F:1][C:2]1[CH:3]=[CH:4][C:5]([CH2:6][N:7]2[C:11]3=[CH:12][N:13]=[C:14]([C:16]([NH:34][OH:32])=[O:17])[CH:15]=[C:10]3[C:9]([CH2:20][N:21]3[CH2:25][CH2:24][CH:23]([S:26]([CH3:29])(=[O:27])=[O:28])[CH2:22]3)=[CH:8]2)=[CH:30][CH:31]=1, predict the reactants needed to synthesize it. The reactants are: [F:1][C:2]1[CH:31]=[CH:30][C:5]([CH2:6][N:7]2[C:11]3=[CH:12][N:13]=[C:14]([C:16](OC)=[O:17])[CH:15]=[C:10]3[C:9]([CH2:20][N:21]3[CH2:25][CH2:24][CH:23]([S:26]([CH3:29])(=[O:28])=[O:27])[CH2:22]3)=[CH:8]2)=[CH:4][CH:3]=1.[OH-:32].[Na+].[NH2:34]O. (3) Given the product [F:1][C:2]1[CH:7]=[CH:6][CH:5]=[CH:4][C:3]=1[C:8]1[CH:13]=[CH:12][N:11]2[N:14]=[CH:15][C:16]([CH:17]=[C:18]3[NH:25][C:21](=[O:23])[NH:20][C:19]3=[O:24])=[C:10]2[N:9]=1, predict the reactants needed to synthesize it. The reactants are: [F:1][C:2]1[CH:7]=[CH:6][CH:5]=[CH:4][C:3]=1[C:8]1[CH:13]=[CH:12][N:11]2[N:14]=[CH:15][C:16]([CH:17]=[C:18]3S[C:21](=[O:23])[NH:20][C:19]3=[O:24])=[C:10]2[N:9]=1.[NH:25]1CC(=O)NC1=O. (4) Given the product [C:1]([O:5][C:6]([N:8]1[CH2:13][CH2:12][CH2:11][CH:10]([C:14]([O:16][CH2:28]/[CH:29]=[CH:30]\[CH3:31])=[O:15])[CH2:9]1)=[O:7])([CH3:4])([CH3:2])[CH3:3], predict the reactants needed to synthesize it. The reactants are: [C:1]([O:5][C:6]([N:8]1[CH2:13][CH2:12][CH2:11][CH:10]([C:14]([OH:16])=[O:15])[CH2:9]1)=[O:7])([CH3:4])([CH3:3])[CH3:2].C(N=C=NCCCN(C)C)C.[CH2:28](O)/[CH:29]=[CH:30]\[CH3:31].[Cl-].[Na+]. (5) Given the product [Cl:1][C:2]1[CH:3]=[CH:4][C:5]([C:8]2[C:12]3[CH:13]=[CH:14][C:15]([CH2:17][CH2:18][CH2:19][N:20]([CH3:22])[CH3:21])=[CH:16][C:11]=3[S:10][N:9]=2)=[CH:6][CH:7]=1, predict the reactants needed to synthesize it. The reactants are: [Cl:1][C:2]1[CH:7]=[CH:6][C:5]([C:8]2[C:12]3[CH:13]=[CH:14][C:15]([C:17]#[C:18][CH2:19][N:20]([CH3:22])[CH3:21])=[CH:16][C:11]=3[S:10][N:9]=2)=[CH:4][CH:3]=1.